From a dataset of Full USPTO retrosynthesis dataset with 1.9M reactions from patents (1976-2016). Predict the reactants needed to synthesize the given product. Given the product [CH3:22][N:23]([CH3:24])[C:13]1[N:12]=[C:11]([C:18]([NH2:20])=[O:19])[CH:10]=[C:9]([C:4]2[CH:5]=[CH:6][CH:7]=[CH:8][C:3]=2[O:2][CH3:1])[N:14]=1, predict the reactants needed to synthesize it. The reactants are: [CH3:1][O:2][C:3]1[CH:8]=[CH:7][CH:6]=[CH:5][C:4]=1[C:9]1[N:14]=[C:13](S(C)=O)[N:12]=[C:11]([C:18]([NH2:20])=[O:19])[CH:10]=1.C[CH2:22][N:23](C(C)C)[CH:24](C)C.Cl.CNC.